The task is: Predict the reactants needed to synthesize the given product.. This data is from Full USPTO retrosynthesis dataset with 1.9M reactions from patents (1976-2016). (1) Given the product [Cl:1][C:2]1[C:6]([Cl:7])=[C:5]([CH2:8][CH3:9])[NH:4][C:3]=1[C:10]([NH:14][CH:15]1[CH2:20][CH2:19][N:18]([C:21]2[S:22][C:23]([C:26]([NH2:28])=[O:27])=[CH:24][N:25]=2)[CH2:17][CH2:16]1)=[O:12], predict the reactants needed to synthesize it. The reactants are: [Cl:1][C:2]1[C:6]([Cl:7])=[C:5]([CH2:8][CH3:9])[NH:4][C:3]=1[C:10]([OH:12])=O.Cl.[NH2:14][CH:15]1[CH2:20][CH2:19][N:18]([C:21]2[S:22][C:23]([C:26]([NH2:28])=[O:27])=[CH:24][N:25]=2)[CH2:17][CH2:16]1. (2) The reactants are: [Br:1][C:2]1[CH:3]=[C:4]2[C:8](=[CH:9][CH:10]=1)[NH:7][N:6]=[CH:5]2.[Cl:11]NC(=O)CCC(N)=O. Given the product [Br:1][C:2]1[CH:3]=[C:4]2[C:8](=[CH:9][CH:10]=1)[NH:7][N:6]=[C:5]2[Cl:11], predict the reactants needed to synthesize it. (3) Given the product [Cl:1][C:2]1[CH:7]=[C:6]([C:8]2[N:12]=[C:11]([N:13]3[CH2:18][CH2:17][N:16]([CH2:19][CH2:20][C:21]4[CH:26]=[CH:25][CH:30]=[CH:23][CH:22]=4)[CH2:15][CH2:14]3)[S:10][N:9]=2)[CH:5]=[CH:4][N:3]=1, predict the reactants needed to synthesize it. The reactants are: [Cl:1][C:2]1[CH:7]=[C:6]([C:8]2[N:12]=[C:11]([N:13]3[CH2:18][CH2:17][N:16]([CH2:19][CH2:20][C:21]4[CH:26]=[CH:25]N=[C:23](OC)[CH:22]=4)[CH2:15][CH2:14]3)[S:10][N:9]=2)[CH:5]=[CH:4][N:3]=1.Cl[C:30]1SN=C(C2C=CN=C(Cl)C=2)N=1.BrCCC1C=CC=CC=1. (4) Given the product [CH2:10]([C:6]1[N:7]=[C:2]([Cl:1])[N:3]=[C:4]([Cl:9])[CH:5]=1)[C:11]1[CH:16]=[CH:15][CH:14]=[CH:13][CH:12]=1, predict the reactants needed to synthesize it. The reactants are: [Cl:1][C:2]1[N:7]=[C:6](Cl)[CH:5]=[C:4]([Cl:9])[N:3]=1.[CH2:10]([Mg]Cl)[C:11]1[CH:16]=[CH:15][CH:14]=[CH:13][CH:12]=1.C(OCC)C. (5) Given the product [CH2:44]([N:41]1[CH2:40][CH2:39][N:38]([C:30]2[C:31]3[C:36](=[CH:35][CH:34]=[CH:33][CH:32]=3)[CH:37]=[C:28]([C:11]3[CH:10]=[CH:9][C:8]([CH2:7][CH:2]([C:3]([O:5][CH3:6])=[O:4])[CH3:1])=[CH:13][CH:12]=3)[N:29]=2)[CH2:43][CH2:42]1)[CH3:45], predict the reactants needed to synthesize it. The reactants are: [CH3:1][CH:2]([CH2:7][C:8]1[CH:13]=[CH:12][C:11]([Sn](CCCC)(CCCC)CCCC)=[CH:10][CH:9]=1)[C:3]([O:5][CH3:6])=[O:4].Br[C:28]1[N:29]=[C:30]([N:38]2[CH2:43][CH2:42][N:41]([CH2:44][CH3:45])[CH2:40][CH2:39]2)[C:31]2[C:36]([CH:37]=1)=[CH:35][CH:34]=[CH:33][CH:32]=2. (6) Given the product [Br:11][C:10]1[C:4]2[S:3][C:2]([C:19]3[CH:20]=[CH:21][C:16]([O:15][CH3:14])=[CH:17][CH:18]=3)=[N:6][C:5]=2[CH:7]=[CH:8][C:9]=1[O:12][CH3:13], predict the reactants needed to synthesize it. The reactants are: Br[C:2]1[S:3][C:4]2[C:10]([Br:11])=[C:9]([O:12][CH3:13])[CH:8]=[CH:7][C:5]=2[N:6]=1.[CH3:14][O:15][C:16]1[CH:21]=[CH:20][C:19](B(O)O)=[CH:18][CH:17]=1.[F-].[Cs+].Cl.